This data is from Reaction yield outcomes from USPTO patents with 853,638 reactions. The task is: Predict the reaction yield, written as a fraction of the theoretical maximum amount of product (1.0 means a 100% yield; for example, 0.34 means a 34% yield). (1) The reactants are [C:1]([NH:4][C:5]1[CH:10]=[C:9]([N:11]2[CH:15]=[C:14]([C:16]([NH2:18])=O)[C:13]([I:19])=[N:12]2)[C:8]([CH3:20])=[CH:7][N:6]=1)(=[O:3])[CH3:2].C[N:22]([CH:24](OC)OC)C.[NH2:29]N.O. The catalyst is C1(C)C=CC=CC=1. The product is [I:19][C:13]1[C:14]([C:16]2[N:22]=[CH:24][NH:29][N:18]=2)=[CH:15][N:11]([C:9]2[C:8]([CH3:20])=[CH:7][N:6]=[C:5]([NH:4][C:1](=[O:3])[CH3:2])[CH:10]=2)[N:12]=1. The yield is 0.390. (2) The reactants are [Cl:1][C:2]1[CH:3]=[C:4]([CH:9]2[CH:13]([NH:14][CH3:15])[CH2:12][N:11]([C:16]([CH:18]3[CH2:23][CH2:22][N:21]([C:24]([C:26]4([CH3:29])[CH2:28][CH2:27]4)=[O:25])[CH2:20][CH2:19]3)=[O:17])[CH2:10]2)[CH:5]=[CH:6][C:7]=1[Cl:8].C(N(CC)C(C)C)(C)C.[CH3:39][O:40][C:41]1[CH:49]=[CH:48][C:44]([C:45](Cl)=[O:46])=[CH:43][C:42]=1[C:50]([F:53])([F:52])[F:51]. The catalyst is C1COCC1. The product is [Cl:1][C:2]1[CH:3]=[C:4]([CH:9]2[CH2:10][N:11]([C:16]([CH:18]3[CH2:19][CH2:20][N:21]([C:24]([C:26]4([CH3:29])[CH2:27][CH2:28]4)=[O:25])[CH2:22][CH2:23]3)=[O:17])[CH2:12][CH:13]2[N:14]([CH3:15])[C:45](=[O:46])[C:44]2[CH:48]=[CH:49][C:41]([O:40][CH3:39])=[C:42]([C:50]([F:53])([F:52])[F:51])[CH:43]=2)[CH:5]=[CH:6][C:7]=1[Cl:8]. The yield is 0.790. (3) The reactants are Br[C:2]1[CH:21]=[N:20][C:5]2[NH:6][C:7](=[O:19])[CH2:8][N:9]([CH2:11][CH2:12][N:13]3[CH2:18][CH2:17][O:16][CH2:15][CH2:14]3)[CH2:10][C:4]=2[CH:3]=1.[C:22]([O:26][C:27]([CH3:30])([CH3:29])[CH3:28])(=[O:25])[CH:23]=[CH2:24].C(N(C(C)C)C(C)C)C.CC1C=CC=CC=1P(C1C=CC=CC=1C)C1C=CC=CC=1C. The catalyst is C(#N)CC.CN(C=O)C.CCOCC.CC([O-])=O.CC([O-])=O.[Pd+2]. The product is [C:27]([O:26][C:22](=[O:25])/[CH:23]=[CH:24]/[C:2]1[CH:21]=[N:20][C:5]2[NH:6][C:7](=[O:19])[CH2:8][N:9]([CH2:11][CH2:12][N:13]3[CH2:18][CH2:17][O:16][CH2:15][CH2:14]3)[CH2:10][C:4]=2[CH:3]=1)([CH3:30])([CH3:29])[CH3:28]. The yield is 0.440. (4) The yield is 0.770. The catalyst is C1COCC1.CCOC(C)=O. The product is [C:18]([O:17][C:15]([NH:1][C:2]([CH3:14])([CH2:7][C:8]1[CH:9]=[CH:10][N:11]=[CH:12][CH:13]=1)[C:3]([O:5][CH3:6])=[O:4])=[O:16])([CH3:21])([CH3:20])[CH3:19]. The reactants are [NH2:1][C:2]([CH3:14])([CH2:7][C:8]1[CH:13]=[CH:12][N:11]=[CH:10][CH:9]=1)[C:3]([O:5][CH3:6])=[O:4].[C:15](O[C:15]([O:17][C:18]([CH3:21])([CH3:20])[CH3:19])=[O:16])([O:17][C:18]([CH3:21])([CH3:20])[CH3:19])=[O:16]. (5) The reactants are [NH:1]1[CH:5]=[CH:4][C:3]([C:6]2[CH:13]=[CH:12][C:9]([C:10]#[N:11])=[CH:8][CH:7]=2)=[N:2]1.Br[C:15]1[CH:20]=[CH:19][C:18]([C:21](=[O:24])[CH2:22][CH3:23])=[CH:17][CH:16]=1.C([O-])([O-])=O.[Cs+].[Cs+]. The catalyst is [Cu]I.OC1C=CC=C2C=1N=CC=C2.CN(C=O)C.O. The product is [C:21]([C:18]1[CH:19]=[CH:20][C:15]([N:1]2[CH:5]=[CH:4][C:3]([C:6]3[CH:13]=[CH:12][C:9]([C:10]#[N:11])=[CH:8][CH:7]=3)=[N:2]2)=[CH:16][CH:17]=1)(=[O:24])[CH2:22][CH3:23]. The yield is 0.860. (6) The reactants are [N:1]1[CH:6]=[CH:5][CH:4]=[C:3]([C:7]2[CH:8]=[C:9]3[C:19]4[C:14](=[N:15][CH:16]=[C:17]([C:20]5[CH:37]=[CH:36][C:23]([O:24][CH2:25][CH2:26][CH2:27][NH:28]C(=O)OC(C)(C)C)=[CH:22][CH:21]=5)[CH:18]=4)[NH:13][C:10]3=[CH:11][N:12]=2)[CH:2]=1.FC(F)(F)C(O)=O.C(=O)(O)[O-].[Na+]. The catalyst is ClCCl. The product is [N:1]1[CH:6]=[CH:5][CH:4]=[C:3]([C:7]2[CH:8]=[C:9]3[C:19]4[C:14](=[N:15][CH:16]=[C:17]([C:20]5[CH:37]=[CH:36][C:23]([O:24][CH2:25][CH2:26][CH2:27][NH2:28])=[CH:22][CH:21]=5)[CH:18]=4)[NH:13][C:10]3=[CH:11][N:12]=2)[CH:2]=1. The yield is 0.970.